This data is from Catalyst prediction with 721,799 reactions and 888 catalyst types from USPTO. The task is: Predict which catalyst facilitates the given reaction. (1) Reactant: [CH3:1][C:2]1[CH:3]=[C:4]([CH2:29][OH:30])[C:5]([CH2:21][O:22][CH:23]2[CH2:28][CH2:27][CH2:26][CH2:25][O:24]2)=[C:6]2[C:10]=1[N:9]([S:11]([C:14]1[CH:20]=[CH:19][C:17]([CH3:18])=[CH:16][CH:15]=1)(=[O:13])=[O:12])[CH:8]=[CH:7]2.[H-].[Na+].[CH3:33]I. Product: [CH3:33][O:30][CH2:29][C:4]1[C:5]([CH2:21][O:22][CH:23]2[CH2:28][CH2:27][CH2:26][CH2:25][O:24]2)=[C:6]2[C:10](=[C:2]([CH3:1])[CH:3]=1)[N:9]([S:11]([C:14]1[CH:15]=[CH:16][C:17]([CH3:18])=[CH:19][CH:20]=1)(=[O:13])=[O:12])[CH:8]=[CH:7]2. The catalyst class is: 3. (2) Reactant: [Cl:1][C:2]1[CH:3]=[C:4]([CH:6]=[CH:7][CH:8]=1)[NH2:5].Cl.[NH2:10]C1C=CC=CC=1.[N:17]([O-])=O.[Na+].C([O-])(=O)C.[Na+].[C:26]([C:30]1[O:34][N:33]=[C:32]([C:35](=[O:39])[CH2:36][C:37]#[N:38])[CH:31]=1)([CH3:29])([CH3:28])[CH3:27]. Product: [C:26]([C:30]1[O:34][N:33]=[C:32]([C:35](=[O:39])[C:36](=[N:10][NH:5][C:4]2[CH:6]=[CH:7][CH:8]=[C:2]([Cl:1])[CH:3]=2)[C:37]#[N:38])[CH:31]=1)([CH3:29])([CH3:27])[CH3:28].[CH3:28][C:26]([C:30]1[O:34][N:33]=[C:32]([C:35](/[C:36](/[C:37]#[N:38])=[N:17]/[NH:5][C:4]2[CH:6]=[CH:7][CH:8]=[C:2]([Cl:1])[CH:3]=2)=[O:39])[CH:31]=1)([CH3:29])[CH3:27]. The catalyst class is: 97. (3) Reactant: [CH3:1][C@@:2]1([OH:18])[C@H:6]([OH:7])[C@@H:5]([CH2:8][OH:9])[O:4][C@H:3]1[N:10]1[CH:17]=[CH:16][C:14]([NH2:15])=[N:13][C:11]1=[O:12].C([Mg]Cl)(C)(C)C.Cl[P:26]([NH:36][C@H:37]([C:39]([O:41][CH2:42][CH2:43][CH2:44][CH2:45][CH2:46][CH2:47][CH2:48][CH2:49]/[CH:50]=[CH:51]\[CH2:52][CH2:53][CH2:54][CH2:55][CH2:56][CH2:57][CH2:58][CH3:59])=[O:40])[CH3:38])([O:28][C:29]1[CH:34]=[CH:33][C:32]([Cl:35])=[CH:31][CH:30]=1)=[O:27]. Product: [Cl:35][C:32]1[CH:31]=[CH:30][C:29]([O:28][P:26]([NH:36][C@@H:37]([CH3:38])[C:39]([O:41][CH2:42][CH2:43][CH2:44][CH2:45][CH2:46][CH2:47][CH2:48][CH2:49]/[CH:50]=[CH:51]\[CH2:52][CH2:53][CH2:54][CH2:55][CH2:56][CH2:57][CH2:58][CH3:59])=[O:40])([O:9][CH2:8][C@H:5]2[O:4][C@@H:3]([N:10]3[CH:17]=[CH:16][C:14]([NH2:15])=[N:13][C:11]3=[O:12])[C@:2]([CH3:1])([OH:18])[C@@H:6]2[OH:7])=[O:27])=[CH:34][CH:33]=1. The catalyst class is: 1. (4) Reactant: [CH3:1][S:2][CH2:3][CH2:4][CH2:5][OH:6].[S:7](Cl)([C:10]1[CH:16]=[CH:15][C:13]([CH3:14])=[CH:12][CH:11]=1)(=[O:9])=[O:8].N1C=CC=CC=1. Product: [CH3:14][C:13]1[CH:15]=[CH:16][C:10]([S:7]([O:6][CH2:5][CH2:4][CH2:3][S:2][CH3:1])(=[O:9])=[O:8])=[CH:11][CH:12]=1. The catalyst class is: 2. (5) Reactant: [NH2:1][C:2]1[C:10]2[C:5](=[CH:6][CH:7]=[CH:8][C:9]=2[C:11]2[CH:16]=[CH:15][C:14]([CH2:17][C:18]([O:20]C)=[O:19])=[CH:13][CH:12]=2)[NH:4][N:3]=1.Cl. Product: [NH2:1][C:2]1[C:10]2[C:5](=[CH:6][CH:7]=[CH:8][C:9]=2[C:11]2[CH:16]=[CH:15][C:14]([CH2:17][C:18]([OH:20])=[O:19])=[CH:13][CH:12]=2)[NH:4][N:3]=1. The catalyst class is: 5. (6) Reactant: [C:1]([C:3]1[CH:8]=[CH:7][C:6]([C:9]2[CH:14]=[CH:13][C:12]([S:15](Cl)(=[O:17])=[O:16])=[CH:11][CH:10]=2)=[CH:5][CH:4]=1)#[N:2].[NH2:19][C:20]1[CH:25]=[CH:24][CH:23]=[C:22]([CH3:26])[N:21]=1. Product: [CH3:26][C:22]1[N:21]=[C:20]([NH:19][S:15]([C:12]2[CH:13]=[CH:14][C:9]([C:6]3[CH:7]=[CH:8][C:3]([C:1]#[N:2])=[CH:4][CH:5]=3)=[CH:10][CH:11]=2)(=[O:17])=[O:16])[CH:25]=[CH:24][CH:23]=1. The catalyst class is: 17. (7) Reactant: [CH3:1][CH2:2][Mg+].[Br-].[Br:5][C:6]1[CH:13]=[CH:12][CH:11]=[C:10]([F:14])[C:7]=1[CH:8]=[O:9].[NH4+].[Cl-]. Product: [Br:5][C:6]1[CH:13]=[CH:12][CH:11]=[C:10]([F:14])[C:7]=1[CH:8]([OH:9])[CH2:2][CH3:1]. The catalyst class is: 1.